Dataset: Full USPTO retrosynthesis dataset with 1.9M reactions from patents (1976-2016). Task: Predict the reactants needed to synthesize the given product. (1) The reactants are: Cl[C:2]1[C:7]([CH3:8])=[C:6]([Cl:9])[N:5]=[CH:4][C:3]=1[C:10]([N:12]1[CH2:17][CH2:16][CH:15]([C:18]2[CH:23]=[CH:22][C:21]([F:24])=[CH:20][CH:19]=2)[CH2:14][CH2:13]1)=[O:11].[F:25][C:26]1[CH:32]=[C:31]([F:33])[CH:30]=[CH:29][C:27]=1[NH2:28]. Given the product [Cl:9][C:6]1[N:5]=[CH:4][C:3]([C:10]([N:12]2[CH2:17][CH2:16][CH:15]([C:18]3[CH:23]=[CH:22][C:21]([F:24])=[CH:20][CH:19]=3)[CH2:14][CH2:13]2)=[O:11])=[C:2]([NH:28][C:27]2[CH:29]=[CH:30][C:31]([F:33])=[CH:32][C:26]=2[F:25])[C:7]=1[CH3:8], predict the reactants needed to synthesize it. (2) Given the product [ClH:42].[CH2:1]([O:3][C:4]([C:6]1[NH:7][CH:8]=[C:9]2[CH:18]([C:19]3[O:20][C:21]([S:24][C:25]4[NH:29][C:28]5[C:30]([F:35])=[CH:31][C:32]([F:34])=[CH:33][C:27]=5[N:26]=4)=[CH:22][CH:23]=3)[C:17]3[C:16](=[O:36])[CH2:15][NH:14][CH2:13][C:12]=3[NH:11][C:10]=12)=[O:5])[CH3:2], predict the reactants needed to synthesize it. The reactants are: [CH2:1]([O:3][C:4]([C:6]1[NH:7][CH:8]=[C:9]2[CH:18]([C:19]3[O:20][C:21]([S:24][C:25]4[NH:29][C:28]5[C:30]([F:35])=[CH:31][C:32]([F:34])=[CH:33][C:27]=5[N:26]=4)=[CH:22][CH:23]=3)[C:17]3[C:16](=[O:36])[CH2:15][N:14](OC(C)(C)C)[CH2:13][C:12]=3[NH:11][C:10]=12)=[O:5])[CH3:2].[ClH:42]. (3) Given the product [CH:1]([C:3]1[CH:11]=[CH:10][C:6]([C:7]([O:9][C:12]([CH3:15])([CH3:14])[CH3:13])=[O:8])=[CH:5][CH:4]=1)=[O:2], predict the reactants needed to synthesize it. The reactants are: [CH:1]([C:3]1[CH:11]=[CH:10][C:6]([C:7]([OH:9])=[O:8])=[CH:5][CH:4]=1)=[O:2].[C:12](OC(OC(O[C:12]([CH3:15])([CH3:14])[CH3:13])=O)=O)([CH3:15])([CH3:14])[CH3:13].C1COCC1.C([O-])(O)=O.[Na+]. (4) Given the product [CH2:32]([O:31][C:29]([C:2]1[CH:3]=[CH:4][C:5]2[N:6]([C:8]([CH:11]([C:13]3[CH:14]=[C:15]4[C:19](=[CH:20][C:21]=3[F:22])[N:18]([CH3:23])[N:17]=[CH:16]4)[CH3:12])=[CH:9][N:10]=2)[N:7]=1)=[CH2:30])[CH3:33], predict the reactants needed to synthesize it. The reactants are: Cl[C:2]1[CH:3]=[CH:4][C:5]2[N:6]([C:8]([CH:11]([C:13]3[CH:14]=[C:15]4[C:19](=[CH:20][C:21]=3[F:22])[N:18]([CH3:23])[N:17]=[CH:16]4)[CH3:12])=[CH:9][N:10]=2)[N:7]=1.C([Sn](CCCC)(CCCC)[C:29]([O:31][CH2:32][CH3:33])=[CH2:30])CCC. (5) Given the product [CH:31]([N:14]([CH2:13][C@@H:11]1[CH2:12][NH:8][CH2:9][C@H:10]1[NH:34][C:41]([CH:38]1[CH2:37][CH2:36][O:35][CH2:40][CH2:39]1)=[O:43])[C:15](=[O:30])[C:16]1[CH:21]=[CH:20][C:19]([O:22][CH3:23])=[C:18]([O:24][CH2:25][CH2:26][CH2:27][O:28][CH3:29])[CH:17]=1)([CH3:33])[CH3:32], predict the reactants needed to synthesize it. The reactants are: C(OC([N:8]1[CH2:12][C@@H:11]([CH2:13][N:14]([CH:31]([CH3:33])[CH3:32])[C:15](=[O:30])[C:16]2[CH:21]=[CH:20][C:19]([O:22][CH3:23])=[C:18]([O:24][CH2:25][CH2:26][CH2:27][O:28][CH3:29])[CH:17]=2)[C@H:10]([NH2:34])[CH2:9]1)=O)(C)(C)C.[O:35]1[CH2:40][CH2:39][CH:38]([C:41]([OH:43])=O)[CH2:37][CH2:36]1.CC#N.O.CC#N. (6) Given the product [CH2:26]([N:28]([CH2:31][CH3:32])[CH2:29][CH2:30][NH:34][C:19](=[O:20])[C:18]1[CH:22]=[CH:23][C:15]([NH:14][C:12]2[CH:11]=[N:10][CH:9]=[C:8]([C:5]3[CH:6]=[CH:7][C:2]([OH:1])=[CH:3][CH:4]=3)[N:13]=2)=[C:16]([O:24][CH3:25])[CH:17]=1)[CH3:27], predict the reactants needed to synthesize it. The reactants are: [OH:1][C:2]1[CH:7]=[CH:6][C:5]([C:8]2[N:13]=[C:12]([NH:14][C:15]3[CH:23]=[CH:22][C:18]([C:19](O)=[O:20])=[CH:17][C:16]=3[O:24][CH3:25])[CH:11]=[N:10][CH:9]=2)=[CH:4][CH:3]=1.[CH2:26]([N:28]([CH2:31][CH3:32])[CH2:29][CH3:30])[CH3:27].C[N:34](C(ON1N=NC2C=CC=CC1=2)=[N+](C)C)C.[B-](F)(F)(F)F. (7) The reactants are: COCCO[AlH2-]OCCOC.[Na+].[CH:13]1([NH:16][C:17]2[C:22]([C:23](N(OC)C)=[O:24])=[CH:21][N:20]=[C:19]3[N:29]([CH2:32][CH3:33])[N:30]=[CH:31][C:18]=23)[CH2:15][CH2:14]1.C(O)(=O)CC(CC(O)=O)(C(O)=O)O. Given the product [CH:13]1([NH:16][C:17]2[C:22]([CH:23]=[O:24])=[CH:21][N:20]=[C:19]3[N:29]([CH2:32][CH3:33])[N:30]=[CH:31][C:18]=23)[CH2:14][CH2:15]1, predict the reactants needed to synthesize it. (8) Given the product [Cl:1][C:2]1[N:3]([CH2:10][C@@:11]([CH3:14])([OH:12])[CH2:13][N:26]2[CH2:25][CH2:24][CH:23]([O:22][CH2:21][C:20]3[CH:29]=[CH:30][C:17]([C:16]([F:15])([F:31])[F:32])=[CH:18][CH:19]=3)[CH2:28][CH2:27]2)[CH:4]=[C:5]([N+:7]([O-:9])=[O:8])[N:6]=1, predict the reactants needed to synthesize it. The reactants are: [Cl:1][C:2]1[N:3]([CH2:10][C@:11]2([CH3:14])[CH2:13][O:12]2)[CH:4]=[C:5]([N+:7]([O-:9])=[O:8])[N:6]=1.[F:15][C:16]([F:32])([F:31])[C:17]1[CH:30]=[CH:29][C:20]([CH2:21][O:22][CH:23]2[CH2:28][CH2:27][NH:26][CH2:25][CH2:24]2)=[CH:19][CH:18]=1.O. (9) Given the product [CH:47]1([O:1][CH2:2][CH2:3][CH2:4][CH2:5][N:6]2[C:11]3[CH:12]=[C:13]([C:17]([N:19]([CH:33]([CH3:34])[CH3:35])[C@@H:20]4[CH2:25][CH2:24][CH2:23][N:22]([C:26]([O:28][C:29]([CH3:30])([CH3:31])[CH3:32])=[O:27])[CH2:21]4)=[O:18])[C:14]([CH3:16])=[CH:15][C:10]=3[O:9][C:8]([CH3:36])([CH3:37])[C:7]2=[O:38])[CH2:49][CH2:48]1, predict the reactants needed to synthesize it. The reactants are: [OH:1][CH2:2][CH2:3][CH2:4][CH2:5][N:6]1[C:11]2[CH:12]=[C:13]([C:17]([N:19]([CH:33]([CH3:35])[CH3:34])[C@@H:20]3[CH2:25][CH2:24][CH2:23][N:22]([C:26]([O:28][C:29]([CH3:32])([CH3:31])[CH3:30])=[O:27])[CH2:21]3)=[O:18])[C:14]([CH3:16])=[CH:15][C:10]=2[O:9][C:8]([CH3:37])([CH3:36])[C:7]1=[O:38].[H-].[Na+].CN(C)C=O.Br[CH:47]1[CH2:49][CH2:48]1.